Predict the reaction yield, written as a fraction of the theoretical maximum amount of product (1.0 means a 100% yield; for example, 0.34 means a 34% yield). From a dataset of Reaction yield outcomes from USPTO patents with 853,638 reactions. (1) The reactants are [F:1][C:2]1[CH:7]=[CH:6][C:5]([CH:8]2[C:16]3[C:11](=[CH:12][C:13]([CH:17]=O)=[CH:14][CH:15]=3)[CH2:10][O:9]2)=[CH:4][CH:3]=1.C(N(CC)CC)C.Cl.[NH2:27][OH:28].O. The catalyst is C1(C)C=CC=CC=1. The product is [F:1][C:2]1[CH:7]=[CH:6][C:5]([CH:8]2[C:16]3[C:11](=[CH:12][C:13]([CH:17]=[N:27][OH:28])=[CH:14][CH:15]=3)[CH2:10][O:9]2)=[CH:4][CH:3]=1. The yield is 0.792. (2) The yield is 0.279. The reactants are [NH2:1][CH2:2][CH:3]([C:5]1[S:9][C:8]2[CH:10]=[CH:11][CH:12]=[CH:13][C:7]=2[CH:6]=1)[OH:4].[NH2:14][C:15]1[C:23]2[C:18](=[N:19][C:20]([N:27]3[CH2:32][CH2:31][C:30](=O)[CH2:29][CH2:28]3)=[CH:21][C:22]=2[CH2:24][CH2:25][CH3:26])[S:17][C:16]=1[C:34]([NH2:36])=[O:35].[BH4-].C(O)(=O)C. The product is [NH2:14][C:15]1[C:23]2[C:18](=[N:19][C:20]([N:27]3[CH2:28][CH2:29][CH:30]([NH:1][CH2:2][CH:3]([C:5]4[S:9][C:8]5[CH:10]=[CH:11][CH:12]=[CH:13][C:7]=5[CH:6]=4)[OH:4])[CH2:31][CH2:32]3)=[CH:21][C:22]=2[CH2:24][CH2:25][CH3:26])[S:17][C:16]=1[C:34]([NH2:36])=[O:35]. The catalyst is C1COCC1.CO. (3) The reactants are [CH3:1][C:2]1[CH:24]=[CH:23][CH:22]=[C:21]([CH3:25])[C:3]=1[CH2:4][NH:5][C:6]1[C:7]2[N:8]([C:12]([CH3:20])=[C:13]([C:15](OCC)=[O:16])[N:14]=2)[CH:9]=[CH:10][CH:11]=1.[H-].[H-].[H-].[H-].[Li+].[Al+3].O.[OH-].[Na+]. The catalyst is O1CCCC1. The product is [CH3:1][C:2]1[CH:24]=[CH:23][CH:22]=[C:21]([CH3:25])[C:3]=1[CH2:4][NH:5][C:6]1[C:7]2[N:8]([C:12]([CH3:20])=[C:13]([CH2:15][OH:16])[N:14]=2)[CH:9]=[CH:10][CH:11]=1. The yield is 0.730. (4) The reactants are [Cl:1][C:2]1[CH:7]=[CH:6][CH:5]=[CH:4][C:3]=1[CH:8]([C:10]1[C:15]([Cl:16])=[N:14][C:13]([Cl:17])=[CH:12][N:11]=1)[OH:9]. The catalyst is [O-2].[Mn+4].[O-2].ClCCl. The product is [Cl:1][C:2]1[CH:7]=[CH:6][CH:5]=[CH:4][C:3]=1[C:8]([C:10]1[C:15]([Cl:16])=[N:14][C:13]([Cl:17])=[CH:12][N:11]=1)=[O:9]. The yield is 0.850. (5) The reactants are [NH2:1][C:2]1([CH2:18][OH:19])[C:15]2[C:10](=[N:11][CH:12]=[C:13]([Br:16])[CH:14]=2)[O:9][C:8]2[C:3]1=[CH:4][C:5]([I:17])=[CH:6][CH:7]=2.Br[CH2:21][C:22]#[N:23].CC(C)([O-])C.[Li+]. The catalyst is C1COCC1. The product is [NH2:1][C:2]1([CH2:18][O:19][CH2:21][C:22]#[N:23])[C:15]2[C:10](=[N:11][CH:12]=[C:13]([Br:16])[CH:14]=2)[O:9][C:8]2[C:3]1=[CH:4][C:5]([I:17])=[CH:6][CH:7]=2. The yield is 0.512. (6) The reactants are Br[C:2]1[CH:3]=[CH:4][C:5]([C:8]([O:10][CH2:11][C:12]2[CH:17]=[CH:16][CH:15]=[CH:14][CH:13]=2)=[O:9])=[N:6][CH:7]=1.CC1(C)C(C)(C)OB([C:26]2[CH2:27][CH2:28][N:29]([C:32]([O:34][C:35]([CH3:38])([CH3:37])[CH3:36])=[O:33])[CH2:30][CH:31]=2)O1.C(=O)([O-])[O-].[Cs+].[Cs+].O. The catalyst is CN(C)C=O.C1C=CC([P]([Pd]([P](C2C=CC=CC=2)(C2C=CC=CC=2)C2C=CC=CC=2)([P](C2C=CC=CC=2)(C2C=CC=CC=2)C2C=CC=CC=2)[P](C2C=CC=CC=2)(C2C=CC=CC=2)C2C=CC=CC=2)(C2C=CC=CC=2)C2C=CC=CC=2)=CC=1. The product is [CH2:11]([O:10][C:8]([C:5]1[CH:4]=[CH:3][C:2]([C:26]2[CH2:31][CH2:30][N:29]([C:32]([O:34][C:35]([CH3:38])([CH3:37])[CH3:36])=[O:33])[CH2:28][CH:27]=2)=[CH:7][N:6]=1)=[O:9])[C:12]1[CH:17]=[CH:16][CH:15]=[CH:14][CH:13]=1. The yield is 0.620.